The task is: Binary Classification. Given a T-cell receptor sequence (or CDR3 region) and an epitope sequence, predict whether binding occurs between them.. This data is from TCR-epitope binding with 47,182 pairs between 192 epitopes and 23,139 TCRs. (1) The epitope is KLNVGDYFV. The TCR CDR3 sequence is CASSLFSGGRPNTYEQYF. Result: 1 (the TCR binds to the epitope). (2) The epitope is FVDGVPFVV. The TCR CDR3 sequence is CASSKGPNTEAFF. Result: 1 (the TCR binds to the epitope).